This data is from Full USPTO retrosynthesis dataset with 1.9M reactions from patents (1976-2016). The task is: Predict the reactants needed to synthesize the given product. (1) Given the product [C:45]([O:44][C:41]1[CH:42]=[CH:43][C:38]([CH2:37][C@H:13]([NH:12][C:8](=[O:10])[CH2:7][O:6][NH:5][C:4]([NH:3][CH2:1][CH3:2])=[O:11])[C:14]([N:16]([C@@H:28]([CH3:36])[CH:29]([O:33][CH2:34][CH3:35])[O:30][CH2:31][CH3:32])[CH2:17][C:18]2[CH:19]=[CH:20][CH:21]=[C:22]3[C:27]=2[N:26]=[CH:25][CH:24]=[CH:23]3)=[O:15])=[CH:39][CH:40]=1)([CH3:48])([CH3:46])[CH3:47], predict the reactants needed to synthesize it. The reactants are: [CH2:1]([NH:3][C:4](=[O:11])[NH:5][O:6][CH2:7][C:8]([OH:10])=O)[CH3:2].[NH2:12][C@@H:13]([CH2:37][C:38]1[CH:43]=[CH:42][C:41]([O:44][C:45]([CH3:48])([CH3:47])[CH3:46])=[CH:40][CH:39]=1)[C:14]([N:16]([C@@H:28]([CH3:36])[CH:29]([O:33][CH2:34][CH3:35])[O:30][CH2:31][CH3:32])[CH2:17][C:18]1[CH:19]=[CH:20][CH:21]=[C:22]2[C:27]=1[N:26]=[CH:25][CH:24]=[CH:23]2)=[O:15]. (2) The reactants are: C(OC([N:8]1[C:12]2[CH:13]=[CH:14][CH:15]=[CH:16][C:11]=2[N:10]=[C:9]1[CH2:17][N:18]([CH2:29][CH2:30][NH:31]C(OC(C)(C)C)=O)[CH:19]1[C:28]2[N:27]=[CH:26][CH:25]=[CH:24][C:23]=2[CH2:22][CH2:21][CH2:20]1)=O)(C)(C)C.FC(F)(F)C(O)=O.[OH-].[Na+]. Given the product [NH:8]1[C:12]2[CH:13]=[CH:14][CH:15]=[CH:16][C:11]=2[N:10]=[C:9]1[CH2:17][N:18]([CH:19]1[C:28]2[N:27]=[CH:26][CH:25]=[CH:24][C:23]=2[CH2:22][CH2:21][CH2:20]1)[CH2:29][CH2:30][NH2:31], predict the reactants needed to synthesize it. (3) The reactants are: Br[C:2]1[S:6][C:5]2=[N:7][CH:8]=[CH:9][N:4]2[N:3]=1.[CH2:10]([NH2:13])[CH2:11][CH3:12]. Given the product [S:6]1[C:2]([NH:13][CH2:10][CH2:11][CH3:12])=[N:3][N:4]2[CH:9]=[CH:8][N:7]=[C:5]12, predict the reactants needed to synthesize it.